Task: Predict the reaction yield, written as a fraction of the theoretical maximum amount of product (1.0 means a 100% yield; for example, 0.34 means a 34% yield).. Dataset: Reaction yield outcomes from USPTO patents with 853,638 reactions The reactants are [CH3:1][C:2]1[N:7]=[C:6](Cl)[C:5]([N+:9]([O-:11])=[O:10])=[C:4]([Cl:12])[N:3]=1.[CH2:13]([CH:15]([NH2:18])[CH2:16][CH3:17])[CH3:14]. The catalyst is C1COCC1. The product is [Cl:12][C:4]1[N:3]=[C:2]([CH3:1])[N:7]=[C:6]([NH:18][CH:15]([CH2:16][CH3:17])[CH2:13][CH3:14])[C:5]=1[N+:9]([O-:11])=[O:10]. The yield is 0.350.